This data is from NCI-60 drug combinations with 297,098 pairs across 59 cell lines. The task is: Regression. Given two drug SMILES strings and cell line genomic features, predict the synergy score measuring deviation from expected non-interaction effect. (1) Drug 1: C1CCC(C1)C(CC#N)N2C=C(C=N2)C3=C4C=CNC4=NC=N3. Drug 2: C1=NC2=C(N=C(N=C2N1C3C(C(C(O3)CO)O)F)Cl)N. Cell line: HL-60(TB). Synergy scores: CSS=36.3, Synergy_ZIP=-1.60, Synergy_Bliss=-9.19, Synergy_Loewe=-50.9, Synergy_HSA=-13.9. (2) Drug 1: CCC1(CC2CC(C3=C(CCN(C2)C1)C4=CC=CC=C4N3)(C5=C(C=C6C(=C5)C78CCN9C7C(C=CC9)(C(C(C8N6C)(C(=O)OC)O)OC(=O)C)CC)OC)C(=O)OC)O.OS(=O)(=O)O. Drug 2: CN(C(=O)NC(C=O)C(C(C(CO)O)O)O)N=O. Cell line: M14. Synergy scores: CSS=-1.95, Synergy_ZIP=2.71, Synergy_Bliss=0.786, Synergy_Loewe=-2.26, Synergy_HSA=-2.52. (3) Drug 1: CC12CCC(CC1=CCC3C2CCC4(C3CC=C4C5=CN=CC=C5)C)O. Drug 2: C1CN(CCN1C(=O)CCBr)C(=O)CCBr. Cell line: A549. Synergy scores: CSS=32.0, Synergy_ZIP=-7.61, Synergy_Bliss=-2.21, Synergy_Loewe=-4.82, Synergy_HSA=-1.10. (4) Drug 1: CC1=C(C=C(C=C1)NC2=NC=CC(=N2)N(C)C3=CC4=NN(C(=C4C=C3)C)C)S(=O)(=O)N.Cl. Drug 2: C1CCC(C(C1)N)N.C(=O)(C(=O)[O-])[O-].[Pt+4]. Cell line: CAKI-1. Synergy scores: CSS=19.4, Synergy_ZIP=-10.7, Synergy_Bliss=-7.02, Synergy_Loewe=-4.94, Synergy_HSA=-1.46. (5) Drug 1: COC1=CC(=CC(=C1O)OC)C2C3C(COC3=O)C(C4=CC5=C(C=C24)OCO5)OC6C(C(C7C(O6)COC(O7)C8=CC=CS8)O)O. Drug 2: C1CCC(C(C1)N)N.C(=O)(C(=O)[O-])[O-].[Pt+4]. Cell line: K-562. Synergy scores: CSS=52.7, Synergy_ZIP=-2.56, Synergy_Bliss=1.17, Synergy_Loewe=0.371, Synergy_HSA=5.86. (6) Drug 1: CCCCCOC(=O)NC1=NC(=O)N(C=C1F)C2C(C(C(O2)C)O)O. Drug 2: CC1=C2C(C(=O)C3(C(CC4C(C3C(C(C2(C)C)(CC1OC(=O)C(C(C5=CC=CC=C5)NC(=O)C6=CC=CC=C6)O)O)OC(=O)C7=CC=CC=C7)(CO4)OC(=O)C)O)C)OC(=O)C. Cell line: UACC62. Synergy scores: CSS=13.3, Synergy_ZIP=-8.44, Synergy_Bliss=-9.46, Synergy_Loewe=-15.4, Synergy_HSA=-8.94. (7) Drug 1: CCC1=CC2CC(C3=C(CN(C2)C1)C4=CC=CC=C4N3)(C5=C(C=C6C(=C5)C78CCN9C7C(C=CC9)(C(C(C8N6C)(C(=O)OC)O)OC(=O)C)CC)OC)C(=O)OC.C(C(C(=O)O)O)(C(=O)O)O. Drug 2: CC12CCC3C(C1CCC2OP(=O)(O)O)CCC4=C3C=CC(=C4)OC(=O)N(CCCl)CCCl.[Na+]. Cell line: SK-MEL-5. Synergy scores: CSS=26.1, Synergy_ZIP=-2.41, Synergy_Bliss=-3.70, Synergy_Loewe=-29.9, Synergy_HSA=-3.81.